This data is from Full USPTO retrosynthesis dataset with 1.9M reactions from patents (1976-2016). The task is: Predict the reactants needed to synthesize the given product. (1) Given the product [Cl:16][C:15]1[C:6]([NH:5][C:3](=[O:4])[CH2:2][NH:34][C:33]2[CH:35]=[CH:36][CH:37]=[C:31]([F:30])[CH:32]=2)=[C:7]2[C:12](=[CH:13][CH:14]=1)[N:11]=[C:10]([N:17]1[CH2:21][CH2:20][C@@H:19]([OH:22])[CH2:18]1)[CH:9]=[CH:8]2, predict the reactants needed to synthesize it. The reactants are: Cl[CH2:2][C:3]([NH:5][C:6]1[C:15]([Cl:16])=[CH:14][CH:13]=[C:12]2[C:7]=1[CH:8]=[CH:9][C:10]([N:17]1[CH2:21][CH2:20][C@@H:19]([O:22][Si](C(C)(C)C)(C)C)[CH2:18]1)=[N:11]2)=[O:4].[F:30][C:31]1[CH:32]=[C:33]([CH:35]=[CH:36][CH:37]=1)[NH2:34].[F-].C([N+](CCCC)(CCCC)CCCC)CCC. (2) Given the product [Cl:3][C:4]1[CH:12]=[C:11]2[C:7]([C:8]([I:17])=[N:9][NH:10]2)=[CH:6][C:5]=1[C:13]([O:15][CH3:16])=[O:14], predict the reactants needed to synthesize it. The reactants are: [H-].[Na+].[Cl:3][C:4]1[CH:12]=[C:11]2[C:7]([CH:8]=[N:9][NH:10]2)=[CH:6][C:5]=1[C:13]([O:15][CH3:16])=[O:14].[I:17]N1C(=O)CCC1=O. (3) Given the product [CH2:22]([C:24]1[C:33]([CH3:34])=[C:32]([O:35][C:36](=[O:37])[CH3:38])[C:31]2[C:26](=[CH:27][CH:28]=[C:29]([F:42])[C:30]=2[F:41])[N:25]=1)[CH3:23], predict the reactants needed to synthesize it. The reactants are: C(C1C(C)=C(OC(C2CC2)=O)C2C(=CC(F)=C(F)C=2)N=1)C.[CH2:22]([C:24]1[C:33]([CH3:34])=[C:32]([O:35][C:36]([CH:38]2CC2)=[O:37])[C:31]2[C:26](=[CH:27][CH:28]=[C:29]([F:42])[C:30]=2[F:41])[N:25]=1)[CH3:23].O. (4) The reactants are: C(OC([NH:8][CH:9]([CH2:15][CH3:16])[CH:10]([OH:14])[C:11]([OH:13])=O)=O)(C)(C)C.C(Cl)CCl.C1C=CC2N(O)N=NC=2C=1.O[NH:32][C:33](=[NH:40])[C:34]1[CH:39]=[CH:38][CH:37]=[CH:36][CH:35]=1.CN1CCOCC1.C1C2C(C3ON=C(N)N=3)CN(C2)C1.C(O)(C(F)(F)F)=O. Given the product [NH2:8][C@@H:9]([CH2:15][CH3:16])[C:10]([C:11]1[O:13][N:40]=[C:33]([C:34]2[CH:39]=[CH:38][CH:37]=[CH:36][CH:35]=2)[N:32]=1)=[O:14], predict the reactants needed to synthesize it. (5) Given the product [Cl:11][C:8]1[CH:7]=[C:3]2[C:2](=[CH:10][CH:9]=1)[N:1]=[C:17]([C:16]1[CH:20]=[CH:21][C:13]([Cl:12])=[CH:14][CH:15]=1)[N:6]=[C:4]2[N:25]1[CH2:24][CH2:23][N:22]([C:28]([O:30][CH2:31][CH3:32])=[O:29])[CH2:27][CH2:26]1, predict the reactants needed to synthesize it. The reactants are: [NH2:1][C:2]1[CH:10]=[CH:9][C:8]([Cl:11])=[CH:7][C:3]=1[C:4]([NH2:6])=O.[Cl:12][C:13]1[CH:21]=[CH:20][C:16]([C:17](Cl)=O)=[CH:15][CH:14]=1.[N:22]1([C:28]([O:30][CH2:31][CH3:32])=[O:29])[CH2:27][CH2:26][NH:25][CH2:24][CH2:23]1. (6) The reactants are: [CH2:1]([O:8][C:9]1[CH:14]=[CH:13][C:12]([N:15]([C:39]2[CH:44]=[CH:43][CH:42]=[CH:41][CH:40]=2)[C:16]([C:18]2[C:26]3[C:21](=[CH:22][CH:23]=[CH:24][CH:25]=3)[N:20]([C:27]3[CH:36]=[C:35]([OH:37])[C:34]([OH:38])=[CH:33][C:28]=3[C:29]([O:31][CH3:32])=[O:30])[CH:19]=2)=[O:17])=[CH:11][CH:10]=1)[C:2]1[CH:7]=[CH:6][CH:5]=[CH:4][CH:3]=1.Br[C:46](Br)([F:48])[F:47].C(=O)([O-])[O-].[Cs+].[Cs+].C(OCC)(=O)C. Given the product [CH2:1]([O:8][C:9]1[CH:10]=[CH:11][C:12]([N:15]([C:39]2[CH:44]=[CH:43][CH:42]=[CH:41][CH:40]=2)[C:16]([C:18]2[C:26]3[C:21](=[CH:22][CH:23]=[CH:24][CH:25]=3)[N:20]([C:27]3[C:28]([C:29]([O:31][CH3:32])=[O:30])=[CH:33][C:34]4[O:38][C:46]([F:48])([F:47])[O:37][C:35]=4[CH:36]=3)[CH:19]=2)=[O:17])=[CH:13][CH:14]=1)[C:2]1[CH:7]=[CH:6][CH:5]=[CH:4][CH:3]=1, predict the reactants needed to synthesize it.